Predict the product of the given reaction. From a dataset of Forward reaction prediction with 1.9M reactions from USPTO patents (1976-2016). (1) The product is: [NH2:13][C:9]1[C:8]2[C:12](=[C:4]([F:3])[CH:5]=[CH:6][C:7]=2[O:14][CH3:15])[N:11]([CH2:17][C:18]2[CH:19]=[C:20]([CH:23]=[CH:24][CH:25]=2)[C:21]#[N:22])[N:10]=1. Given the reactants [OH-].[K+].[F:3][C:4]1[CH:5]=[CH:6][C:7]([O:14][CH3:15])=[C:8]2[C:12]=1[NH:11][N:10]=[C:9]2[NH2:13].Cl[CH2:17][C:18]1[CH:19]=[C:20]([CH:23]=[CH:24][CH:25]=1)[C:21]#[N:22].O, predict the reaction product. (2) Given the reactants [O:1]1[C:6]2[CH:7]=[CH:8][C:9]([CH:11]=O)=[CH:10][C:5]=2[O:4][CH2:3][CH2:2]1.FC(F)(F)C(O)=O.[NH2:20][C@H:21]1[CH2:26][CH2:25][C@H:24]([CH2:27][O:28][C:29]([C:31]2[CH:32]=[N:33][C:34]3[C:39]([CH:40]=2)=[CH:38][C:37]([O:41][CH3:42])=[CH:36][CH:35]=3)=[O:30])[CH2:23][CH2:22]1.C(O[BH-](OC(=O)C)OC(=O)C)(=O)C.[Na+], predict the reaction product. The product is: [O:1]1[C:6]2[CH:7]=[CH:8][C:9]([CH2:11][NH:20][C@H:21]3[CH2:26][CH2:25][C@H:24]([CH2:27][O:28][C:29]([C:31]4[CH:32]=[N:33][C:34]5[C:39]([CH:40]=4)=[CH:38][C:37]([O:41][CH3:42])=[CH:36][CH:35]=5)=[O:30])[CH2:23][CH2:22]3)=[CH:10][C:5]=2[O:4][CH2:3][CH2:2]1. (3) Given the reactants [N+:1]([C:4]1[CH:9]=[CH:8][C:7]([CH:10]2[CH2:15][CH2:14][NH:13][CH2:12][CH2:11]2)=[CH:6][CH:5]=1)([O-:3])=[O:2].[BH3-][C:17]#N.[Na+].[C:20](O)(=O)[CH3:21], predict the reaction product. The product is: [CH:21]1([N:13]2[CH2:12][CH2:11][CH:10]([C:7]3[CH:8]=[CH:9][C:4]([N+:1]([O-:3])=[O:2])=[CH:5][CH:6]=3)[CH2:15][CH2:14]2)[CH2:20][CH2:17]1. (4) Given the reactants C([N:4]1[C:8]2[CH:9]([C:22]3[CH:27]=[CH:26][C:25]([Cl:28])=[CH:24][CH:23]=3)[N:10]([C:13]3[CH:18]=[C:17]([CH3:19])[C:16](=[O:20])[N:15]([CH3:21])[CH:14]=3)[C:11](=[O:12])[C:7]=2[N:6]=[C:5]1Br)C=C.[CH3:30][N:31]1[CH2:36][CH:35]=[C:34](B2OC(C)(C)C(C)(C)O2)[CH2:33][CH2:32]1, predict the reaction product. The product is: [Cl:28][C:25]1[CH:26]=[CH:27][C:22]([CH:9]2[C:8]3[NH:4][C:5]([C:34]4[CH2:35][CH2:36][N:31]([CH3:30])[CH2:32][CH:33]=4)=[N:6][C:7]=3[C:11](=[O:12])[N:10]2[C:13]2[CH:18]=[C:17]([CH3:19])[C:16](=[O:20])[N:15]([CH3:21])[CH:14]=2)=[CH:23][CH:24]=1.